Dataset: Full USPTO retrosynthesis dataset with 1.9M reactions from patents (1976-2016). Task: Predict the reactants needed to synthesize the given product. (1) Given the product [C:10]([C:12]1[N:16]([CH:17]2[CH2:18][CH2:19][N:20]([C:23]([O:25][C:26]([CH3:28])([CH3:27])[CH3:29])=[O:24])[CH2:21][CH2:22]2)[N:15]=[CH:14][C:13]=1[CH2:30][O:9][C:3]1[CH:4]=[C:5]([F:8])[CH:6]=[CH:7][C:2]=1[F:1])#[N:11], predict the reactants needed to synthesize it. The reactants are: [F:1][C:2]1[CH:7]=[CH:6][C:5]([F:8])=[CH:4][C:3]=1[OH:9].[C:10]([C:12]1[N:16]([CH:17]2[CH2:22][CH2:21][N:20]([C:23]([O:25][C:26]([CH3:29])([CH3:28])[CH3:27])=[O:24])[CH2:19][CH2:18]2)[N:15]=[CH:14][C:13]=1[CH2:30]OS(C)(=O)=O)#[N:11].C(=O)([O-])[O-].[Cs+].[Cs+]. (2) Given the product [N+:24]([C:22]1[N:21]=[CH:20][N:13]([CH:11]2[CH2:10][CH:9]([OH:8])[CH2:12]2)[CH:23]=1)([O-:26])=[O:25], predict the reactants needed to synthesize it. The reactants are: C([O:8][CH:9]1[CH2:12][CH:11]([NH2:13])[CH2:10]1)C1C=CC=CC=1.[OH-].[K+].[N+](N1[CH:23]=[C:22]([N+:24]([O-:26])=[O:25])[N:21]=[CH:20]1)([O-])=O. (3) Given the product [F:1][C:2]1([F:20])[CH2:4][CH:3]1[CH2:5][CH2:6][O:7][C:8]1[CH:17]=[CH:16][C:11]([C:12]([OH:14])=[O:13])=[CH:10][C:9]=1[O:18][CH3:19], predict the reactants needed to synthesize it. The reactants are: [F:1][C:2]1([F:20])[CH2:4][CH:3]1[CH2:5][CH2:6][O:7][C:8]1[CH:17]=[CH:16][C:11]([C:12]([O:14]C)=[O:13])=[CH:10][C:9]=1[O:18][CH3:19].[OH-].[Na+].Cl. (4) Given the product [Br:13][C:10]1[CH:11]=[CH:12][C:7]([C:4]2[CH:3]=[C:2]3[N:1]=[C:18]([CH3:19])[CH:17]=[CH:16][N:6]3[N:5]=2)=[CH:8][CH:9]=1, predict the reactants needed to synthesize it. The reactants are: [NH2:1][C:2]1[NH:6][N:5]=[C:4]([C:7]2[CH:12]=[CH:11][C:10]([Br:13])=[CH:9][CH:8]=2)[CH:3]=1.CO[CH:16](OC)[CH2:17][C:18](=O)[CH3:19]. (5) Given the product [CH:1]1([CH2:6][N:7]([CH2:20][C:21]2[CH:22]=[CH:23][C:24]([C:27]#[C:28][C:29]3[CH:34]=[CH:33][C:32]([O:35][CH3:36])=[CH:31][CH:30]=3)=[CH:25][CH:26]=2)[C:8]2[CH:9]=[CH:10][C:11]([OH:19])=[C:12]([CH:18]=2)[C:13]([OH:15])=[O:14])[CH2:5][CH2:4][CH2:3][CH2:2]1, predict the reactants needed to synthesize it. The reactants are: [CH:1]1([CH2:6][N:7]([CH2:20][C:21]2[CH:26]=[CH:25][C:24]([C:27]#[C:28][C:29]3[CH:34]=[CH:33][C:32]([O:35][CH3:36])=[CH:31][CH:30]=3)=[CH:23][CH:22]=2)[C:8]2[CH:9]=[CH:10][C:11]([OH:19])=[C:12]([CH:18]=2)[C:13]([O:15]CC)=[O:14])[CH2:5][CH2:4][CH2:3][CH2:2]1.O.[Li+].[OH-].Cl. (6) Given the product [CH:15]1([CH2:14][N:8]2[CH:9]=[C:4]([N+:1]([O-:3])=[O:2])[CH:5]=[CH:6][C:7]2=[O:10])[CH2:17][CH2:16]1, predict the reactants needed to synthesize it. The reactants are: [N+:1]([C:4]1[CH:5]=[CH:6][C:7]([OH:10])=[N:8][CH:9]=1)([O-:3])=[O:2].[H-].[Na+].Br[CH2:14][CH:15]1[CH2:17][CH2:16]1. (7) Given the product [OH:32][C:23]1[C:22](=[O:21])[N:9]([CH2:8][CH2:7][CH2:6][N:1]2[CH:5]=[CH:4][N:3]=[CH:2]2)[CH:15]([C:14]2[CH:17]=[CH:18][C:11]([CH3:10])=[CH:12][CH:13]=2)[C:24]=1[C:25]1[CH:30]=[CH:29][C:28]([OH:31])=[CH:27][CH:26]=1, predict the reactants needed to synthesize it. The reactants are: [N:1]1([CH2:6][CH2:7][CH2:8][NH2:9])[CH:5]=[CH:4][N:3]=[CH:2]1.[CH3:10][C:11]1[CH:18]=[CH:17][C:14]([CH:15]=O)=[CH:13][CH:12]=1.C([O:21][C:22](=O)[C:23](=[O:32])[CH2:24][C:25]1[CH:30]=[CH:29][C:28]([OH:31])=[CH:27][CH:26]=1)C. (8) The reactants are: [NH4+].[Cl-].[CH2:3]([N:10]([CH2:33][C:34]1[CH:39]=[CH:38][CH:37]=[CH:36][CH:35]=1)[CH:11]([C:15]1([O:21][C:22]2[C:27]([N+:28]([O-])=O)=[CH:26][CH:25]=[C:24]([F:31])[C:23]=2[F:32])[CH2:20][CH2:19][O:18][CH2:17][CH2:16]1)[C:12]([OH:14])=[O:13])[C:4]1[CH:9]=[CH:8][CH:7]=[CH:6][CH:5]=1. Given the product [NH2:28][C:27]1[C:22]([O:21][C:15]2([CH:11]([N:10]([CH2:33][C:34]3[CH:39]=[CH:38][CH:37]=[CH:36][CH:35]=3)[CH2:3][C:4]3[CH:9]=[CH:8][CH:7]=[CH:6][CH:5]=3)[C:12]([OH:14])=[O:13])[CH2:16][CH2:17][O:18][CH2:19][CH2:20]2)=[C:23]([F:32])[C:24]([F:31])=[CH:25][CH:26]=1, predict the reactants needed to synthesize it. (9) Given the product [Cl:14][C:15]1[N:23]=[C:22]2[C:18]([N:19]([CH2:36][C@H:37]3[CH2:42][CH2:41][C@H:40]([CH3:43])[CH2:39][CH2:38]3)[C:20]([N:24]3[CH2:29][CH2:28][O:27][CH2:26][C@H:25]3[C:30]3[CH:35]=[CH:34][CH:33]=[CH:32][CH:31]=3)=[N:21]2)=[C:17]([N:5]2[CH2:6][CH2:7][O:8][CH:3]([CH3:2])[CH2:4]2)[N:16]=1, predict the reactants needed to synthesize it. The reactants are: Cl.[CH3:2][CH:3]1[O:8][CH2:7][CH2:6][NH:5][CH2:4]1.C([O-])(O)=O.[Na+].[Cl:14][C:15]1[N:23]=[C:22]2[C:18]([N:19]([CH2:36][C@H:37]3[CH2:42][CH2:41][C@H:40]([CH3:43])[CH2:39][CH2:38]3)[C:20]([N:24]3[CH2:29][CH2:28][O:27][CH2:26][C@H:25]3[C:30]3[CH:35]=[CH:34][CH:33]=[CH:32][CH:31]=3)=[N:21]2)=[C:17](Cl)[N:16]=1.